This data is from NCI-60 drug combinations with 297,098 pairs across 59 cell lines. The task is: Regression. Given two drug SMILES strings and cell line genomic features, predict the synergy score measuring deviation from expected non-interaction effect. Drug 1: CN(C)C1=NC(=NC(=N1)N(C)C)N(C)C. Drug 2: CC1=C2C(C(=O)C3(C(CC4C(C3C(C(C2(C)C)(CC1OC(=O)C(C(C5=CC=CC=C5)NC(=O)C6=CC=CC=C6)O)O)OC(=O)C7=CC=CC=C7)(CO4)OC(=O)C)O)C)OC(=O)C. Cell line: KM12. Synergy scores: CSS=20.9, Synergy_ZIP=-10.8, Synergy_Bliss=-10.6, Synergy_Loewe=-20.1, Synergy_HSA=-1.90.